From a dataset of Reaction yield outcomes from USPTO patents with 853,638 reactions. Predict the reaction yield, written as a fraction of the theoretical maximum amount of product (1.0 means a 100% yield; for example, 0.34 means a 34% yield). The reactants are [Br:1][C:2]1[CH:3]=[N:4][CH:5]=[C:6]([Cl:8])[CH:7]=1.[Li+].CC([N-]C(C)C)C.Cl[C:18]([O:20][CH2:21][CH3:22])=[O:19].C([O-])(O)=O.[Na+]. The catalyst is C1COCC1. The product is [Br:1][C:2]1[CH:3]=[N:4][CH:5]=[C:6]([Cl:8])[C:7]=1[C:18]([O:20][CH2:21][CH3:22])=[O:19]. The yield is 0.800.